From a dataset of Forward reaction prediction with 1.9M reactions from USPTO patents (1976-2016). Predict the product of the given reaction. (1) Given the reactants [F:1][C:2]([F:34])([F:33])[C:3]([NH:5][C@@H:6]([CH3:32])[C@H:7]([O:14][C:15]1[CH:16]=[C:17]2[C:21](=[CH:22][CH:23]=1)[N:20]([C:24]1[CH:29]=[CH:28][C:27]([CH2:30]O)=[CH:26][CH:25]=1)[N:19]=[CH:18]2)[C:8]1[CH:13]=[CH:12][CH:11]=[CH:10][CH:9]=1)=[O:4].[CH2:35]([N:37](CC)[CH2:38]C)C.CS(Cl)(=O)=O.CNC, predict the reaction product. The product is: [CH3:35][N:37]([CH2:30][C:27]1[CH:26]=[CH:25][C:24]([N:20]2[C:21]3[C:17](=[CH:16][C:15]([O:14][C@H:7]([C:8]4[CH:13]=[CH:12][CH:11]=[CH:10][CH:9]=4)[C@@H:6]([NH:5][C:3](=[O:4])[C:2]([F:34])([F:33])[F:1])[CH3:32])=[CH:23][CH:22]=3)[CH:18]=[N:19]2)=[CH:29][CH:28]=1)[CH3:38]. (2) Given the reactants [CH2:1]([N:3]1[C:8]2[N:9]=[C:10](S(C)=O)[N:11]=[CH:12][C:7]=2[CH:6]=[CH:5][C:4]1=[O:16])[CH3:2].[F:17][C:18]1[CH:19]=[C:20]([CH:22]=[CH:23][CH:24]=1)[NH2:21], predict the reaction product. The product is: [CH2:1]([N:3]1[C:8]2[N:9]=[C:10]([NH:21][C:20]3[CH:22]=[CH:23][CH:24]=[C:18]([F:17])[CH:19]=3)[N:11]=[CH:12][C:7]=2[CH:6]=[CH:5][C:4]1=[O:16])[CH3:2]. (3) The product is: [O:11]=[C:10]1[C:5]2[C:6](=[CH:12][C:2]([NH:1][C:23]([NH:22][C:15]3[C:16]([Cl:21])=[CH:17][C:18]([Cl:20])=[CH:19][C:14]=3[Cl:13])=[O:24])=[CH:3][CH:4]=2)[C:7](=[O:8])[NH:9]1. Given the reactants [NH2:1][C:2]1[CH:12]=[C:6]2[C:7]([NH:9][C:10](=[O:11])[C:5]2=[CH:4][CH:3]=1)=[O:8].[Cl:13][C:14]1[CH:19]=[C:18]([Cl:20])[CH:17]=[C:16]([Cl:21])[C:15]=1[N:22]=[C:23]=[O:24], predict the reaction product. (4) The product is: [Cl:32][C:33]1[C:42]2[C:37](=[CH:38][C:39]([S:44]([O:59][C:50]3[C:49]([F:48])=[C:54]([F:55])[C:53]([F:56])=[C:52]([F:57])[C:51]=3[F:58])(=[O:46])=[O:45])=[C:40]([F:43])[CH:41]=2)[N:36]=[CH:35][CH:34]=1. Given the reactants C(SC1C=C2C(C(Cl)=CC=N2)=CC=1F)C1C=CC=CC=1.ClN1C(C)(C)C(=O)N(Cl)C1=O.[Cl:32][C:33]1[C:42]2[C:37](=[CH:38][C:39]([S:44](Cl)(=[O:46])=[O:45])=[C:40]([F:43])[CH:41]=2)[N:36]=[CH:35][CH:34]=1.[F:48][C:49]1[C:54]([F:55])=[C:53]([F:56])[C:52]([F:57])=[C:51]([F:58])[C:50]=1[OH:59].C(N(CC)CC)C, predict the reaction product. (5) Given the reactants [C:1]1([C:24]2[CH:29]=[CH:28][CH:27]=[CH:26][CH:25]=2)[CH:6]=[CH:5][C:4]([CH2:7][C@@H:8]([NH:16][C:17]([O:19]C(C)(C)C)=O)[CH2:9][C@@H:10]([CH2:14][OH:15])[C:11]([OH:13])=[O:12])=[CH:3][CH:2]=1.CCN(C(C)C)C(C)C.[C:39](=[O:51])([O:44][CH:45]1[CH2:50][CH2:49][CH2:48][CH2:47][CH2:46]1)[O:40][CH:41](Cl)[CH3:42].[NH:52]1[CH:56]=[C:55](C(O)=O)[N:54]=[N:53]1.CN(C(ON1N=NC2C=CC=NC1=2)=[N+](C)C)C.F[P-](F)(F)(F)(F)F, predict the reaction product. The product is: [CH:45]1([O:44][C:39]([O:40][CH:41]([O:13][C:11](=[O:12])[C@H:10]([CH2:14][OH:15])[CH2:9][C@H:8]([NH:16][C:17]([C:56]2[NH:52][N:53]=[N:54][CH:55]=2)=[O:19])[CH2:7][C:4]2[CH:3]=[CH:2][C:1]([C:24]3[CH:29]=[CH:28][CH:27]=[CH:26][CH:25]=3)=[CH:6][CH:5]=2)[CH3:42])=[O:51])[CH2:50][CH2:49][CH2:48][CH2:47][CH2:46]1. (6) Given the reactants C([Li])CCC.[Cl:6][C:7]1[CH:8]=[CH:9][C:10]([O:26][CH2:27][C:28]2[CH:33]=[CH:32][C:31]([F:34])=[CH:30][CH:29]=2)=[C:11]([C:13]2[N:14]([C:19]3[N:24]=[C:23](Br)[CH:22]=[CH:21][CH:20]=3)[C:15]([CH3:18])=[CH:16][CH:17]=2)[CH:12]=1.[C:35](=[O:37])=[O:36], predict the reaction product. The product is: [Cl:6][C:7]1[CH:8]=[CH:9][C:10]([O:26][CH2:27][C:28]2[CH:33]=[CH:32][C:31]([F:34])=[CH:30][CH:29]=2)=[C:11]([C:13]2[N:14]([C:19]3[N:24]=[C:23]([C:35]([OH:37])=[O:36])[CH:22]=[CH:21][CH:20]=3)[C:15]([CH3:18])=[CH:16][CH:17]=2)[CH:12]=1. (7) Given the reactants Br[C:2]1[CH:7]=[N:6][CH:5]=[C:4]([Br:8])[N:3]=1.[CH3:9][O:10][C:11]1[CH:16]=[CH:15][C:14]([CH2:17][NH2:18])=[CH:13][CH:12]=1.CN1CCOCC1.O, predict the reaction product. The product is: [Br:8][C:4]1[N:3]=[C:2]([NH:18][CH2:17][C:14]2[CH:15]=[CH:16][C:11]([O:10][CH3:9])=[CH:12][CH:13]=2)[CH:7]=[N:6][CH:5]=1. (8) Given the reactants [Br:1][C:2]1[S:3][C:4]([Br:30])=[C:5]([CH2:22][C:23]2[CH:28]=[CH:27][CH:26]=[C:25]([Cl:29])[CH:24]=2)[C:6]=1[C:7]([NH:9][C@H:10]([C:12]1[CH:21]=[CH:20][C:15]([C:16]([O:18]C)=[O:17])=[CH:14][CH:13]=1)[CH3:11])=[O:8], predict the reaction product. The product is: [Br:1][C:2]1[S:3][C:4]([Br:30])=[C:5]([CH2:22][C:23]2[CH:28]=[CH:27][CH:26]=[C:25]([Cl:29])[CH:24]=2)[C:6]=1[C:7]([NH:9][C@H:10]([C:12]1[CH:13]=[CH:14][C:15]([C:16]([OH:18])=[O:17])=[CH:20][CH:21]=1)[CH3:11])=[O:8]. (9) Given the reactants [ClH:1].[NH:2]1[C:6]2[CH:7]=[CH:8][CH:9]=[CH:10][C:5]=2[N:4]=[C:3]1[C@H:11]([NH2:21])[CH2:12][C:13]1[CH:18]=[CH:17][C:16]([O:19][CH3:20])=[CH:15][CH:14]=1.[CH:22]1([NH2:28])[CH2:27][CH2:26][CH2:25][CH2:24][CH2:23]1.[C:29](O)(C(F)(F)F)=[O:30], predict the reaction product. The product is: [ClH:1].[NH:2]1[C:6]2[CH:7]=[CH:8][CH:9]=[CH:10][C:5]=2[N:4]=[C:3]1[C@H:11]([NH:21][C:29]([NH:28][CH:22]1[CH2:27][CH2:26][CH2:25][CH2:24][CH2:23]1)=[O:30])[CH2:12][C:13]1[CH:18]=[CH:17][C:16]([O:19][CH3:20])=[CH:15][CH:14]=1.